This data is from Full USPTO retrosynthesis dataset with 1.9M reactions from patents (1976-2016). The task is: Predict the reactants needed to synthesize the given product. (1) Given the product [OH:10][C:11]1[CH:12]=[CH:13][C:14]([C:17]2[CH:22]=[CH:21][C:20]([C:23]([O:25][CH2:3][CH:2]=[CH2:1])=[O:24])=[CH:19][CH:18]=2)=[CH:15][CH:16]=1, predict the reactants needed to synthesize it. The reactants are: [CH2:1](O)[CH:2]=[CH2:3].S(=O)(=O)(O)O.[OH:10][C:11]1[CH:16]=[CH:15][C:14]([C:17]2[CH:22]=[CH:21][C:20]([C:23]([OH:25])=[O:24])=[CH:19][CH:18]=2)=[CH:13][CH:12]=1.O. (2) Given the product [Br:1][C:2]1[CH:3]=[C:4]2[C:8](=[CH:9][CH:10]=1)[NH:7][C:6]([C:11]([N:13]1[CH2:14][CH2:15][CH:16]([NH:19][C:20]3[CH:21]=[CH:22][C:23]([CH2:26][CH2:27][NH:28][CH2:29][C@H:30]([OH:57])[CH2:31][O:32][C:33]4[CH:34]=[CH:35][C:36]([OH:39])=[CH:37][CH:38]=4)=[CH:24][CH:25]=3)[CH2:17][CH2:18]1)=[O:12])=[CH:5]2, predict the reactants needed to synthesize it. The reactants are: [Br:1][C:2]1[CH:3]=[C:4]2[C:8](=[CH:9][CH:10]=1)[NH:7][C:6]([C:11]([N:13]1[CH2:18][CH2:17][CH:16]([NH:19][C:20]3[CH:25]=[CH:24][C:23]([CH2:26][CH2:27][NH:28][CH2:29][C@H:30]([OH:57])[CH2:31][O:32][C:33]4[CH:38]=[CH:37][C:36]([O:39][Si](C(C)(C)C)(C5C=CC=CC=5)C5C=CC=CC=5)=[CH:35][CH:34]=4)=[CH:22][CH:21]=3)[CH2:15][CH2:14]1)=[O:12])=[CH:5]2. (3) Given the product [CH2:7]([N:6]1[C:2]([NH:1][C:10](=[C:13]([C:19]([O:21][CH2:22][CH3:23])=[O:20])[C:14]([O:16][CH2:17][CH3:18])=[O:15])[CH2:11][CH3:12])=[CH:3][CH:4]=[N:5]1)[CH3:8], predict the reactants needed to synthesize it. The reactants are: [NH2:1][C:2]1[N:6]([CH2:7][CH3:8])[N:5]=[CH:4][CH:3]=1.Cl[C:10]([CH:13]([C:19]([O:21][CH2:22][CH3:23])=[O:20])[C:14]([O:16][CH2:17][CH3:18])=[O:15])=[CH:11][CH3:12].ClC(=C(C(OCC)=O)C(OCC)=O)CC.C(N(CC)CC)C.